This data is from Catalyst prediction with 721,799 reactions and 888 catalyst types from USPTO. The task is: Predict which catalyst facilitates the given reaction. (1) Reactant: [C:1]([N:4]1[C@@H:10]([CH3:11])[C@H:9]([NH:12][C:13](=[O:25])[C@@H:14]([N:16](C)[C:17](=O)OC(C)(C)C)[CH3:15])[C:8](=[O:26])[N:7]([CH2:27][C:28]2[CH:29]=[C:30]([C:36]3[CH:41]=[CH:40][CH:39]=[CH:38][CH:37]=3)[CH:31]=[CH:32][C:33]=2[O:34][CH3:35])[C:6]2[CH:42]=[CH:43][C:44]([C:46]#[N:47])=[CH:45][C:5]1=2)(=[O:3])[CH3:2].[ClH:48]. Product: [ClH:48].[C:1]([N:4]1[C@@H:10]([CH3:11])[C@H:9]([NH:12][C:13](=[O:25])[C@@H:14]([NH:16][CH3:17])[CH3:15])[C:8](=[O:26])[N:7]([CH2:27][C:28]2[CH:29]=[C:30]([C:36]3[CH:41]=[CH:40][CH:39]=[CH:38][CH:37]=3)[CH:31]=[CH:32][C:33]=2[O:34][CH3:35])[C:6]2[CH:42]=[CH:43][C:44]([C:46]#[N:47])=[CH:45][C:5]1=2)(=[O:3])[CH3:2]. The catalyst class is: 440. (2) Reactant: [C:1]([O:5][C:6]([NH:8][C@@H:9]([C:11]([OH:13])=O)[CH3:10])=[O:7])([CH3:4])([CH3:3])[CH3:2].CN1CCOCC1.C(OC(Cl)=O)C(C)C.[CH3:29][O:30][C:31](=[O:51])[C@H:32]([NH:42][CH2:43][C:44]1[CH:49]=[CH:48][C:47]([F:50])=[CH:46][CH:45]=1)[CH2:33][O:34][CH2:35][C:36]1[CH:41]=[CH:40][CH:39]=[CH:38][CH:37]=1. Product: [CH3:29][O:30][C:31](=[O:51])[C@H:32]([N:42]([CH2:43][C:44]1[CH:49]=[CH:48][C:47]([F:50])=[CH:46][CH:45]=1)[C:11]([C@@H:9]([NH:8][C:6]([O:5][C:1]([CH3:2])([CH3:3])[CH3:4])=[O:7])[CH3:10])=[O:13])[CH2:33][O:34][CH2:35][C:36]1[CH:41]=[CH:40][CH:39]=[CH:38][CH:37]=1. The catalyst class is: 54. (3) Reactant: [CH2:1]([S:8][C:9]1[C:10]2[CH:17]=[CH:16][N:15]([C@H:18]3[C@H:34]([OH:35])[C@@H:21]4[O:22][CH:23]([C:26]5[CH:31]=[CH:30][C:29]([O:32][CH3:33])=[CH:28][CH:27]=5)[O:24][CH2:25][C@@H:20]4[CH2:19]3)[C:11]=2[N:12]=[CH:13][N:14]=1)[C:2]1[CH:7]=[CH:6][CH:5]=[CH:4][CH:3]=1.[CH:36]1[CH:41]=[CH:40][C:39]([O:42][C:43](Cl)=[S:44])=[CH:38][CH:37]=1. Product: [C:43](=[S:44])([O:42][C:39]1[CH:40]=[CH:41][CH:36]=[CH:37][CH:38]=1)[O:35][C@@H:34]1[C@@H:21]2[O:22][CH:23]([C:26]3[CH:27]=[CH:28][C:29]([O:32][CH3:33])=[CH:30][CH:31]=3)[O:24][CH2:25][C@@H:20]2[CH2:19][C@H:18]1[N:15]1[C:11]2[N:12]=[CH:13][N:14]=[C:9]([S:8][CH2:1][C:2]3[CH:7]=[CH:6][CH:5]=[CH:4][CH:3]=3)[C:10]=2[CH:17]=[CH:16]1. The catalyst class is: 172. (4) Reactant: [Cl:1][C:2]1[CH:3]=[C:4]([C:9]([C:12]2[N:16]([C:17]3[CH:22]=[CH:21][C:20]([F:23])=[C:19]([O:24][CH3:25])[CH:18]=3)[C:15]([S:26][CH2:27][C:28]3[C:42]([F:43])=[CH:41][C:31]([C:32]([NH:34][CH2:35][CH2:36][C:37]([O:39]C)=[O:38])=[O:33])=[CH:30][C:29]=3[F:44])=[N:14][CH:13]=2)([CH3:11])[CH3:10])[CH:5]=[CH:6][C:7]=1[Cl:8].[OH-].[Na+].Cl. Product: [Cl:1][C:2]1[CH:3]=[C:4]([C:9]([C:12]2[N:16]([C:17]3[CH:22]=[CH:21][C:20]([F:23])=[C:19]([O:24][CH3:25])[CH:18]=3)[C:15]([S:26][CH2:27][C:28]3[C:42]([F:43])=[CH:41][C:31]([C:32]([NH:34][CH2:35][CH2:36][C:37]([OH:39])=[O:38])=[O:33])=[CH:30][C:29]=3[F:44])=[N:14][CH:13]=2)([CH3:10])[CH3:11])[CH:5]=[CH:6][C:7]=1[Cl:8]. The catalyst class is: 5.